The task is: Predict the reactants needed to synthesize the given product.. This data is from Full USPTO retrosynthesis dataset with 1.9M reactions from patents (1976-2016). (1) The reactants are: Br[C:2]1[CH:3]=[C:4]([CH:9]=[C:10]([C:12]([N:14]([CH2:18][CH2:19][CH3:20])[CH2:15][CH2:16][CH3:17])=[O:13])[CH:11]=1)[C:5]([O:7][CH3:8])=[O:6].C[Si]([C:25]#[CH:26])(C)C. Given the product [CH2:15]([N:14]([CH2:18][CH2:19][CH3:20])[C:12]([C:10]1[CH:9]=[C:4]([CH:3]=[C:2]([C:25]#[CH:26])[CH:11]=1)[C:5]([O:7][CH3:8])=[O:6])=[O:13])[CH2:16][CH3:17], predict the reactants needed to synthesize it. (2) Given the product [ClH:1].[Cl:18][C:19]1[C:25]([O:26][CH3:27])=[CH:24][C:22]([NH:23][C:2]2[CH:7]=[C:6]([C:8]([F:11])([F:10])[F:9])[N:5]=[C:4]([C:12]3[CH:13]=[N:14][CH:15]=[CH:16][CH:17]=3)[N:3]=2)=[C:21]([O:28][CH3:29])[CH:20]=1, predict the reactants needed to synthesize it. The reactants are: [Cl:1][C:2]1[CH:7]=[C:6]([C:8]([F:11])([F:10])[F:9])[N:5]=[C:4]([C:12]2[CH:13]=[N:14][CH:15]=[CH:16][CH:17]=2)[N:3]=1.[Cl:18][C:19]1[C:25]([O:26][CH3:27])=[CH:24][C:22]([NH2:23])=[C:21]([O:28][CH3:29])[CH:20]=1. (3) Given the product [CH3:37][CH:38]([CH3:40])[CH2:39][O:1][C:2]1[CH:7]=[CH:6][C:5]([C:8]2[C:16]3[C:11](=[CH:12][CH:13]=[C:14]([C:17]#[N:18])[CH:15]=3)[N:10]([CH:19]3[CH2:24][CH2:23][CH2:22][CH2:21][O:20]3)[N:9]=2)=[CH:4][CH:3]=1, predict the reactants needed to synthesize it. The reactants are: [OH:1][C:2]1[CH:7]=[CH:6][C:5]([C:8]2[C:16]3[C:11](=[CH:12][CH:13]=[C:14]([C:17]#[N:18])[CH:15]=3)[N:10]([CH:19]3[CH2:24][CH2:23][CH2:22][CH2:21][O:20]3)[N:9]=2)=[CH:4][CH:3]=1.C(=O)([O-])[O-].[K+].[K+].CN(C)C=O.Br[CH2:37][CH:38]([CH3:40])[CH3:39]. (4) Given the product [OH:26][CH2:27][CH2:28][N:29]1[CH2:33][CH2:32][N:31]([C:34]([O:36][C:37]([CH3:39])([CH3:38])[CH3:40])=[O:35])[C:30]1=[O:41], predict the reactants needed to synthesize it. The reactants are: [F-].C([N+](CCCC)(CCCC)CCCC)CCC.[Si]([O:26][CH2:27][CH2:28][N:29]1[CH2:33][CH2:32][N:31]([C:34]([O:36][C:37]([CH3:40])([CH3:39])[CH3:38])=[O:35])[C:30]1=[O:41])(C(C)(C)C)(C)C.CO. (5) Given the product [Br:23][C:24]1[CH:31]=[CH:30][C:29]([Cl:1])=[C:26]([CH:25]=1)[CH2:27][N:20]1[CH2:21][CH2:22][C:5]2([O:4][C:3](=[O:2])[N:7]([C:8]3[CH:17]=[CH:16][C:11]([C:12]([O:14][CH3:15])=[O:13])=[CH:10][CH:9]=3)[CH2:6]2)[CH2:18][CH2:19]1, predict the reactants needed to synthesize it. The reactants are: [ClH:1].[O:2]=[C:3]1[N:7]([C:8]2[CH:17]=[CH:16][C:11]([C:12]([O:14][CH3:15])=[O:13])=[CH:10][CH:9]=2)[CH2:6][C:5]2([CH2:22][CH2:21][NH:20][CH2:19][CH2:18]2)[O:4]1.[Br:23][C:24]1[CH:25]=[C:26]([CH:29]=[C:30](Cl)[CH:31]=1)[CH:27]=O. (6) Given the product [CH2:1]([N:3]1[C:7]2[C:8]([NH:12][C:15]([NH:14][C:17]3[CH:22]=[C:21]([S:23]([CH3:26])(=[O:24])=[O:25])[CH:20]=[CH:19][C:18]=3[O:27][CH3:28])=[S:16])=[CH:9][CH:10]=[CH:11][C:6]=2[N:5]=[C:4]1[CH3:13])[CH3:2], predict the reactants needed to synthesize it. The reactants are: [CH2:1]([N:3]1[C:7]2[C:8]([NH2:12])=[CH:9][CH:10]=[CH:11][C:6]=2[N:5]=[C:4]1[CH3:13])[CH3:2].[N:14]([C:17]1[CH:22]=[C:21]([S:23]([CH3:26])(=[O:25])=[O:24])[CH:20]=[CH:19][C:18]=1[O:27][CH3:28])=[C:15]=[S:16].CC1N(C)C2C(NC(=S)NC3C=C(S(N)(=O)=O)C=CC=3OC(C)C)=CC=CC=2N=1.